Dataset: Forward reaction prediction with 1.9M reactions from USPTO patents (1976-2016). Task: Predict the product of the given reaction. (1) Given the reactants [CH:1]1([C:4]2[C:13](/[CH:14]=[CH:15]/[CH:16]=[O:17])=[C:12]([C:18]3[CH:23]=[CH:22][C:21]([F:24])=[CH:20][CH:19]=3)[C:11]3[C:6](=[CH:7][CH:8]=[CH:9][CH:10]=3)[N:5]=2)[CH2:3][CH2:2]1.N1C2C(=CC=CC=2)C=CC=1.C[C@@](O)(CC(SCCNC(CCNC([C@H](O)C(COP(OP(OC[C@H]1O[C@@H](N2C3N=CN=C(N)C=3N=C2)[C@H](O)[C@@H]1OP(O)(O)=O)(O)=O)(O)=O)(C)C)=O)=O)=O)CC(O)=O.C1C=C2C=CC(O)=C(C3C4C(=CC=CC=4)C=CC=3O)C2=CC=1.[CH2:115]([O:117][C:118]([O:127][Si](C)(C)C)=[CH:119][C:120]([O:122][Si](C)(C)C)=[CH2:121])[CH3:116].FC(F)(F)C(O)=O.O.C(=O)(O)[O-].[Na+], predict the reaction product. The product is: [CH2:115]([O:117][C:118](=[O:127])[CH2:119][C:120](=[O:122])[CH2:121][C@H:16]([OH:17])/[CH:15]=[CH:14]/[C:13]1[C:4]([CH:1]2[CH2:3][CH2:2]2)=[N:5][C:6]2[C:11]([C:12]=1[C:18]1[CH:19]=[CH:20][C:21]([F:24])=[CH:22][CH:23]=1)=[CH:10][CH:9]=[CH:8][CH:7]=2)[CH3:116]. (2) Given the reactants [CH3:1][CH2:2][CH:3]([OH:6])[CH2:4][CH3:5].[H-].[Na+].Cl[C:10]1[C:11]2[CH:20]=[CH:19][N:18]([C:21]3[C:26]([CH3:27])=[CH:25][C:24]([CH3:28])=[CH:23][C:22]=3[CH3:29])[C:12]=2[C:13](=[O:17])[N:14]([CH3:16])[N:15]=1, predict the reaction product. The product is: [CH2:2]([CH:3]([O:6][C:10]1[C:11]2[CH:20]=[CH:19][N:18]([C:21]3[C:26]([CH3:27])=[CH:25][C:24]([CH3:28])=[CH:23][C:22]=3[CH3:29])[C:12]=2[C:13](=[O:17])[N:14]([CH3:16])[N:15]=1)[CH2:4][CH3:5])[CH3:1]. (3) Given the reactants [CH3:1][O:2][C:3]1[CH:4]=[C:5]([CH2:11][NH2:12])[CH:6]=[C:7]([O:9][CH3:10])[CH:8]=1.[F:13][C:14]([F:26])([F:25])[C:15]([C:17]1[CH:22]=[CH:21][C:20]([F:23])=[CH:19][C:18]=1F)=[O:16].C(N(C(C)C)CC)(C)C, predict the reaction product. The product is: [CH3:10][O:9][C:7]1[CH:6]=[C:5]([CH:4]=[C:3]([O:2][CH3:1])[CH:8]=1)[CH2:11][NH:12][C:18]1[CH:19]=[C:20]([F:23])[CH:21]=[CH:22][C:17]=1[C:15](=[O:16])[C:14]([F:25])([F:26])[F:13]. (4) Given the reactants [C@@H:1]1([N:9]2[CH:13]=[C:12]([C:14]#[C:15][CH2:16][NH:17][C:18](=[O:31])[CH2:19][CH2:20][CH2:21][CH2:22][CH2:23][NH:24][C:25](=[O:30])[C:26]([F:29])([F:28])[F:27])[CH:11]=[C:10]2[N+:32]([O-:34])=[O:33])[O:6][C@H:5]([CH2:7][OH:8])[C@@H:3]([OH:4])[CH2:2]1.C[O:36][C:37]1C(OC)=C(C=C[CH:56]=1)C(Cl)(C1C=CC=CC=1)C1C=CC=CC=1.C(OCC)(=O)C.O.C(OC(=O)C)(=O)C, predict the reaction product. The product is: [C:37]([O:4][C@@H:3]1[C@@H:5]([CH2:7][OH:8])[O:6][C@@H:1]([N:9]2[CH:13]=[C:12]([C:14]#[C:15][CH2:16][NH:17][C:18](=[O:31])[CH2:19][CH2:20][CH2:21][CH2:22][CH2:23][NH:24][C:25](=[O:30])[C:26]([F:29])([F:28])[F:27])[CH:11]=[C:10]2[N+:32]([O-:34])=[O:33])[CH2:2]1)(=[O:36])[CH3:56]. (5) Given the reactants C(C1NC=CC=1)(OC(C)(C)C)=[O:2].[C:13]([O:17][C:18]([NH:20][C:21]1[CH:22]=[C:23]([C:27]([NH:29][C:30]2[CH:31]=[C:32]([C:36]([NH:38][C:39]3[CH:40]=[C:41]([C:45](OC)=[O:46])[N:42]([CH3:44])[CH:43]=3)=[O:37])[N:33]([CH3:35])[CH:34]=2)=[O:28])[N:24]([CH3:26])[CH:25]=1)=[O:19])([CH3:16])([CH3:15])[CH3:14].Cl.C(OC([NH:57][C:58]1[CH:59]=[C:60]([C:64]([NH:66][C:67]2[CH:68]=[C:69]([C:73]([NH:75][C:76]3[CH:77]=[C:78](C(O)=O)[N:79](C)[CH:80]=3)=[O:74])[N:70]([CH3:72])[CH:71]=2)=[O:65])[N:61]([CH3:63])[CH:62]=1)=O)(C)(C)C.CCN=C=NCCCN(C)C.O1[CH2:101][CH2:100][O:99][CH2:98]C1, predict the reaction product. The product is: [C:13]([O:17][C:18]([NH:20][C:21]1[CH:22]=[C:23]([C:27]([NH:29][C:30]2[CH:31]=[C:32]([C:36]([NH:38][C:39]3[CH:40]=[C:41]([C:45]([NH:57][C:58]4[CH:59]=[C:60]([C:64]([NH:66][C:67]5[CH:68]=[C:69]([C:73]([NH:75][C:76]6[CH:77]=[C:101]([C:100]([O:99][CH3:98])=[O:2])[N:79]([CH3:78])[CH:80]=6)=[O:74])[N:70]([CH3:72])[CH:71]=5)=[O:65])[N:61]([CH3:63])[CH:62]=4)=[O:46])[N:42]([CH3:44])[CH:43]=3)=[O:37])[N:33]([CH3:35])[CH:34]=2)=[O:28])[N:24]([CH3:26])[CH:25]=1)=[O:19])([CH3:16])([CH3:14])[CH3:15]. (6) Given the reactants I[C:2]1[C:10]2[C:5](=[CH:6][CH:7]=[C:8]([N:11]([S:19]([C:22]3[CH:27]=[CH:26][CH:25]=[CH:24][C:23]=3[S:28]([CH3:31])(=[O:30])=[O:29])(=[O:21])=[O:20])C(OC(C)(C)C)=O)[CH:9]=2)[N:4](C(OC(C)(C)C)=O)[N:3]=1.[CH3:39][N:40]([CH3:43])C=O, predict the reaction product. The product is: [NH:40]1[C:43]2[C:10](=[CH:5][C:6]([C:2]3[C:10]4[C:5](=[CH:6][CH:7]=[C:8]([NH:11][S:19]([C:22]5[CH:27]=[CH:26][CH:25]=[CH:24][C:23]=5[S:28]([CH3:31])(=[O:29])=[O:30])(=[O:21])=[O:20])[CH:9]=4)[NH:4][N:3]=3)=[CH:7][CH:8]=2)[CH:9]=[CH:39]1. (7) Given the reactants [F:1][C:2]1[CH:37]=[C:36]([N+:38]([O-])=O)[CH:35]=[CH:34][C:3]=1[O:4][C:5]1[CH:10]=[CH:9][N:8]=[C:7]2[CH:11]=[C:12]([C:14]3[CH:33]=[CH:32][C:17]([CH2:18][N:19]4[CH2:24][CH2:23][N:22]([C:25]([O:27][C:28]([CH3:31])([CH3:30])[CH3:29])=[O:26])[CH2:21][CH2:20]4)=[CH:16][CH:15]=3)[S:13][C:6]=12.[NH4+].[Cl-], predict the reaction product. The product is: [NH2:38][C:36]1[CH:35]=[CH:34][C:3]([O:4][C:5]2[CH:10]=[CH:9][N:8]=[C:7]3[CH:11]=[C:12]([C:14]4[CH:33]=[CH:32][C:17]([CH2:18][N:19]5[CH2:20][CH2:21][N:22]([C:25]([O:27][C:28]([CH3:31])([CH3:30])[CH3:29])=[O:26])[CH2:23][CH2:24]5)=[CH:16][CH:15]=4)[S:13][C:6]=23)=[C:2]([F:1])[CH:37]=1. (8) Given the reactants [O:1]1[C:5]2[CH:6]=[CH:7][C:8]([C:10]#[C:11][C:12]([OH:14])=O)=[CH:9][C:4]=2[O:3][CH2:2]1.C(P1(=O)OP(=O)(CCC)OP(=O)(CCC)O1)CC.CCN(C(C)C)C(C)C.[CH2:42]1[C:45]2([CH2:50][CH2:49][NH:48][CH2:47][CH2:46]2)[CH2:44][N:43]1[C:51]([O:53][C:54]([CH3:57])([CH3:56])[CH3:55])=[O:52], predict the reaction product. The product is: [O:1]1[C:5]2[CH:6]=[CH:7][C:8]([C:10]#[C:11][C:12]([N:48]3[CH2:49][CH2:50][C:45]4([CH2:44][N:43]([C:51]([O:53][C:54]([CH3:55])([CH3:56])[CH3:57])=[O:52])[CH2:42]4)[CH2:46][CH2:47]3)=[O:14])=[CH:9][C:4]=2[O:3][CH2:2]1.